This data is from Reaction yield outcomes from USPTO patents with 853,638 reactions. The task is: Predict the reaction yield, written as a fraction of the theoretical maximum amount of product (1.0 means a 100% yield; for example, 0.34 means a 34% yield). (1) The reactants are [CH:1]1([CH2:4][N:5]2[C:9](=[O:10])[N:8]([C:11]3[S:12][C:13]([C:17]([OH:19])=O)=[C:14]([CH3:16])[N:15]=3)[CH:7]=[N:6]2)[CH2:3][CH2:2]1.Cl.CN(C)CCCN=C=NCC.C(N(CC)C(C)C)(C)C.ON1C2C=CC=CC=2N=N1.[NH2:51][CH2:52][C:53]1[CH:58]=[CH:57][N:56]=[CH:55][CH:54]=1. The catalyst is CN(C)C=O.C(OCC)(=O)C. The product is [CH:1]1([CH2:4][N:5]2[C:9](=[O:10])[N:8]([C:11]3[S:12][C:13]([C:17]([NH:51][CH2:52][C:53]4[CH:58]=[CH:57][N:56]=[CH:55][CH:54]=4)=[O:19])=[C:14]([CH3:16])[N:15]=3)[CH:7]=[N:6]2)[CH2:2][CH2:3]1. The yield is 0.490. (2) The reactants are [C:1]([NH:4][C:5]1[CH:10]=[CH:9][C:8]([OH:11])=[CH:7][CH:6]=1)(=[O:3])[CH3:2].[H-].[Na+].[Cl:14][C:15]1[CH:20]=[C:19]([Cl:21])[N:18]=[C:17](S(C)(=O)=O)[N:16]=1. The catalyst is C1COCC1.[NH4+].[Cl-].CCOC(C)=O. The product is [Cl:14][C:15]1[CH:20]=[C:19]([Cl:21])[N:18]=[C:17]([O:11][C:8]2[CH:9]=[CH:10][C:5]([NH:4][C:1](=[O:3])[CH3:2])=[CH:6][CH:7]=2)[N:16]=1. The yield is 0.950. (3) The reactants are [N+:1]([C:4]1[CH:9]=[CH:8][C:7]([S:10]([NH2:13])(=[O:12])=[O:11])=[CH:6][CH:5]=1)([O-:3])=[O:2].[OH-].[K+].[C:16](O)(=O)[CH3:17].[C:20](O)(=O)[CH3:21].[I:24][C:25]1[CH:30]=[CH:29][CH:28]=[CH:27][CH:26]=1.[CH3:31]O. No catalyst specified. The product is [N+:1]([C:4]1[CH:5]=[CH:6][C:7]([S:10]([N:13]=[C:17]2[CH2:16][CH2:21][CH2:20][CH2:31][I:24]2[C:25]2[CH:30]=[CH:29][CH:28]=[CH:27][CH:26]=2)(=[O:11])=[O:12])=[CH:8][CH:9]=1)([O-:3])=[O:2]. The yield is 0.781. (4) The reactants are Br[C:2]1[CH:11]=[C:10]2[C:5]([CH:6]=[C:7]([NH2:12])[N:8]=[CH:9]2)=[CH:4][CH:3]=1.[F:13][C:14]1[N:19]=[CH:18][C:17](B(O)O)=[C:16]([CH3:23])[CH:15]=1.C(=O)([O-])[O-].[K+].[K+].O1CCOCC1.O. The catalyst is C(OCC)(=O)C.CC(P(C(C)(C)C)C1C=CC(N(C)C)=CC=1)(C)C.CC(P(C(C)(C)C)C1C=CC(N(C)C)=CC=1)(C)C.Cl[Pd]Cl. The product is [F:13][C:14]1[N:19]=[CH:18][C:17]([C:2]2[CH:11]=[C:10]3[C:5]([CH:6]=[C:7]([NH2:12])[N:8]=[CH:9]3)=[CH:4][CH:3]=2)=[C:16]([CH3:23])[CH:15]=1. The yield is 0.830. (5) The reactants are [F:8][C:7]([F:10])([F:9])[C:6](O[C:6](=[O:11])[C:7]([F:10])([F:9])[F:8])=[O:11].[CH:14]1([NH:17][CH:18]2[C:27]3[CH2:26][S:25][N:24]=[C:23]([N:28]([C:36]([O:38][C:39]([CH3:42])([CH3:41])[CH3:40])=[O:37])[C:29]([O:31][C:32]([CH3:35])([CH3:34])[CH3:33])=[O:30])[C:22]4=[N:43][N:44]([CH2:46][C:47]5[C:52]([CH3:53])=[C:51]([O:54][CH3:55])[C:50]([CH3:56])=[CH:49][N:48]=5)[N:45]=[C:20]([C:21]=34)[CH2:19]2)[CH2:16][CH2:15]1. The catalyst is ClCCl. The product is [CH:14]1([N:17]([C:6](=[O:11])[C:7]([F:8])([F:9])[F:10])[CH:18]2[C:27]3[CH2:26][S:25][N:24]=[C:23]([N:28]([C:29]([O:31][C:32]([CH3:35])([CH3:34])[CH3:33])=[O:30])[C:36]([O:38][C:39]([CH3:41])([CH3:40])[CH3:42])=[O:37])[C:22]4=[N:43][N:44]([CH2:46][C:47]5[C:52]([CH3:53])=[C:51]([O:54][CH3:55])[C:50]([CH3:56])=[CH:49][N:48]=5)[N:45]=[C:20]([C:21]=34)[CH2:19]2)[CH2:15][CH2:16]1. The yield is 0.840. (6) The reactants are [CH3:1][NH:2][CH3:3].[Cl:4][C:5]1[CH:10]=[CH:9][C:8]([C:11]2[S:15][C:14]([C:16](O)=[O:17])=[C:13]([C:19]3[CH:24]=[CH:23][C:22]([S:25](=[O:28])(=[O:27])[NH2:26])=[CH:21][CH:20]=3)[C:12]=2[CH3:29])=[CH:7][CH:6]=1.CN(C(ON1N=NC2C=CC=NC1=2)=[N+](C)C)C.F[P-](F)(F)(F)(F)F.CCN(C(C)C)C(C)C. The catalyst is C1COCC1.C(OCC)(=O)C. The product is [Cl:4][C:5]1[CH:10]=[CH:9][C:8]([C:11]2[S:15][C:14]([C:16]([N:2]([CH3:3])[CH3:1])=[O:17])=[C:13]([C:19]3[CH:24]=[CH:23][C:22]([S:25](=[O:28])(=[O:27])[NH2:26])=[CH:21][CH:20]=3)[C:12]=2[CH3:29])=[CH:7][CH:6]=1. The yield is 0.225. (7) The reactants are [NH2:1][CH:2]([C:4]1[N:8]([C:9]2[CH:14]=[CH:13][C:12]([CH2:15][CH2:16][NH:17][C:18]([NH:20][S:21]([C:24]3[CH:29]=[CH:28][C:27]([CH3:30])=[CH:26][CH:25]=3)(=[O:23])=[O:22])=[O:19])=[CH:11][CH:10]=2)[C:7]2[CH:31]=[C:32]([Cl:39])[C:33]([C:35]([F:38])([F:37])[F:36])=[CH:34][C:6]=2[N:5]=1)[CH3:3].[C:40](Cl)(=[O:42])[CH3:41].O. The catalyst is C(Cl)Cl. The product is [Cl:39][C:32]1[C:33]([C:35]([F:36])([F:38])[F:37])=[CH:34][C:6]2[N:5]=[C:4]([CH:2]([NH:1][C:40](=[O:42])[CH3:41])[CH3:3])[N:8]([C:9]3[CH:14]=[CH:13][C:12]([CH2:15][CH2:16][NH:17][C:18]([NH:20][S:21]([C:24]4[CH:29]=[CH:28][C:27]([CH3:30])=[CH:26][CH:25]=4)(=[O:23])=[O:22])=[O:19])=[CH:11][CH:10]=3)[C:7]=2[CH:31]=1. The yield is 0.530. (8) The reactants are [CH2:1]([O:3][C:4](=[O:8])[CH2:5][CH2:6]Br)[CH3:2].[N:9]1[C:13]2[CH:14]=[CH:15][CH:16]=[CH:17][C:12]=2[NH:11][CH:10]=1.C(=O)([O-])[O-].[K+].[K+]. The catalyst is C(#N)C. The product is [CH2:1]([O:3][C:4](=[O:8])[CH2:5][CH2:6][N:9]1[C:13]2[CH:14]=[CH:15][CH:16]=[CH:17][C:12]=2[N:11]=[CH:10]1)[CH3:2]. The yield is 0.910.